This data is from NCI-60 drug combinations with 297,098 pairs across 59 cell lines. The task is: Regression. Given two drug SMILES strings and cell line genomic features, predict the synergy score measuring deviation from expected non-interaction effect. (1) Drug 1: CC(C)(C#N)C1=CC(=CC(=C1)CN2C=NC=N2)C(C)(C)C#N. Drug 2: CC(C)CN1C=NC2=C1C3=CC=CC=C3N=C2N. Cell line: NCIH23. Synergy scores: CSS=-0.797, Synergy_ZIP=11.5, Synergy_Bliss=12.9, Synergy_Loewe=6.67, Synergy_HSA=3.68. (2) Drug 1: C1=NC2=C(N1)C(=S)N=C(N2)N. Drug 2: C1CN1P(=S)(N2CC2)N3CC3. Cell line: MDA-MB-231. Synergy scores: CSS=25.8, Synergy_ZIP=-11.4, Synergy_Bliss=-4.55, Synergy_Loewe=-2.58, Synergy_HSA=-1.51.